Task: Predict which catalyst facilitates the given reaction.. Dataset: Catalyst prediction with 721,799 reactions and 888 catalyst types from USPTO (1) Reactant: [CH2:1]([N:8]1[CH2:12][CH2:11][N:10]([C:13]2[S:14][C:15]([C:19]([NH2:21])=O)=[C:16]([CH3:18])[N:17]=2)[C:9]1=[O:22])[C:2]1[CH:7]=[CH:6][CH:5]=[CH:4][CH:3]=1.CO[C:25](OC)([N:27](C)C)[CH3:26].O.[NH2:33]N.C(OCC)(=O)C. Product: [CH2:1]([N:8]1[CH2:12][CH2:11][N:10]([C:13]2[S:14][C:15]([C:19]3[NH:27][C:25]([CH3:26])=[N:33][N:21]=3)=[C:16]([CH3:18])[N:17]=2)[C:9]1=[O:22])[C:2]1[CH:7]=[CH:6][CH:5]=[CH:4][CH:3]=1. The catalyst class is: 12. (2) Product: [CH3:12][C:11]1[CH:10]=[C:9]([CH3:13])[CH:8]=[C:7]([CH3:14])[C:6]=1[S:3]([O-:5])(=[O:4])=[O:2].[NH2:1][N+:26]1[CH:27]=[CH:28][C:23]([O:22][CH2:21][C:15]2[CH:16]=[CH:17][CH:18]=[CH:19][CH:20]=2)=[CH:24][CH:25]=1. The catalyst class is: 2. Reactant: [NH2:1][O:2][S:3]([C:6]1[C:11]([CH3:12])=[CH:10][C:9]([CH3:13])=[CH:8][C:7]=1[CH3:14])(=[O:5])=[O:4].[C:15]1([CH2:21][O:22][C:23]2[CH:28]=[CH:27][N:26]=[CH:25][CH:24]=2)[CH:20]=[CH:19][CH:18]=[CH:17][CH:16]=1.